This data is from NCI-60 drug combinations with 297,098 pairs across 59 cell lines. The task is: Regression. Given two drug SMILES strings and cell line genomic features, predict the synergy score measuring deviation from expected non-interaction effect. Drug 1: CN1C(=O)N2C=NC(=C2N=N1)C(=O)N. Drug 2: CC1=C(C(=CC=C1)Cl)NC(=O)C2=CN=C(S2)NC3=CC(=NC(=N3)C)N4CCN(CC4)CCO. Cell line: DU-145. Synergy scores: CSS=-0.504, Synergy_ZIP=5.15, Synergy_Bliss=7.39, Synergy_Loewe=-0.667, Synergy_HSA=-1.15.